Dataset: Experimentally validated miRNA-target interactions with 360,000+ pairs, plus equal number of negative samples. Task: Binary Classification. Given a miRNA mature sequence and a target amino acid sequence, predict their likelihood of interaction. (1) The miRNA is hsa-miR-23b-3p with sequence AUCACAUUGCCAGGGAUUACCAC. The protein sequence of the target gene is MSSAPNGRKKRPSRSTRSSIFQISKPPLQSGDWERRGSGSESAHKTQRALDDCKMLVQEFNTQVALYRELVISIGDVSVSCPSLRAEMHKTRTKGCEMARQAHQKLAAISGPEDGEIHPEICRLYIQLQCCLEMYTTEMLKSICLLGSLQFHRKGKEPGGGTKSLDCKIEESAETPALEDSSSSPVDSQQHSWQVSTDIENTERDMREMKNLLSKLRETMPLPLKNQDDSSLLNLTPYPLVRRRKRRFFGLCCLISS. Result: 0 (no interaction). (2) The miRNA is hsa-miR-5590-5p with sequence UUGCCAUACAUAGACUUUAUU. The protein sequence of the target gene is MKVLATSFVLGSLGLAFYLPLVVTTPKTLAIPEKLQEAVGKVIINATTCTVTCGLGYKEETVCEVGPDGVRRKCQTRRLECLTNWICGMLHFTILIGKEFELSCLSSDILEFGQEAFRFTWRLARGVISTDDEVFKPFQANSHFVKFKYAQEYDSGTYRCDVQLVKNLRLVKRLYFGLRVLPPNLVNLNFHQSLTEDQKLIDEGLEVNLDSYSKPHHPKWKKKVASALGIGIAIGVVGGVLVRIVLCALRGGLQQ. Result: 1 (interaction).